From a dataset of Catalyst prediction with 721,799 reactions and 888 catalyst types from USPTO. Predict which catalyst facilitates the given reaction. (1) Reactant: [CH2:1]([N:8]([CH2:17]C1C=CC=CC=1)[CH2:9][CH2:10][O:11][CH2:12][CH2:13][N:14](C)C)C1C=CC=CC=1. Product: [NH2:14][CH2:13][CH2:12][O:11][CH2:10][CH2:9][N:8]([CH3:17])[CH3:1]. The catalyst class is: 19. (2) Reactant: [Br:1][C:2]1[CH:3]=[CH:4][C:5]([C:8]2[N:9]=[N:10][NH:11][N:12]=2)=[N:6][CH:7]=1.[OH-].[K+].Br[CH2:16][CH2:17][OH:18]. Product: [Br:1][C:2]1[CH:3]=[CH:4][C:5]([C:8]2[N:9]=[N:10][N:11]([CH2:16][CH2:17][OH:18])[N:12]=2)=[N:6][CH:7]=1. The catalyst class is: 259. (3) Reactant: [Br:1][C:2]1[N:3]=[C:4]([NH:11][C:12]2[CH:17]=[CH:16][C:15]([O:18][CH3:19])=[C:14]([O:20][CH3:21])[CH:13]=2)[C:5]2[N:6]([CH:8]=[CH:9][N:10]=2)[CH:7]=1.[CH3:22][O:23]C1C=C(C=CC=1OC)N.BrC1N=C(Br)C2N(C=CN=2)C=1.C(N(CC)C(C)C)(C)C. Product: [Br:1][C:2]1[N:3]=[C:4]([NH:11][C:12]2[CH:17]=[C:16]([O:23][CH3:22])[C:15]([O:18][CH3:19])=[C:14]([O:20][CH3:21])[CH:13]=2)[C:5]2[N:6]([CH:8]=[CH:9][N:10]=2)[CH:7]=1. The catalyst class is: 3. (4) Reactant: [O-]S(C(F)(F)F)(=O)=O.[Sm+3].[O-]S(C(F)(F)F)(=O)=O.[O-]S(C(F)(F)F)(=O)=O.C([C@@H]1COC(=O)N1[C:39]([C@H:41]1[C@H:45]([C:46]2[CH:51]=[CH:50][C:49]([F:52])=[CH:48][C:47]=2[F:53])[CH2:44][N:43]([CH2:54][C:55]2[CH:60]=[CH:59][CH:58]=[CH:57][CH:56]=2)[CH2:42]1)=[O:40])C1C=CC=CC=1.[CH3:61][OH:62]. Product: [CH2:54]([N:43]1[CH2:44][C@@H:45]([C:46]2[CH:51]=[CH:50][C:49]([F:52])=[CH:48][C:47]=2[F:53])[C@H:41]([C:39]([O:62][CH3:61])=[O:40])[CH2:42]1)[C:55]1[CH:60]=[CH:59][CH:58]=[CH:57][CH:56]=1. The catalyst class is: 244. (5) Reactant: [F:1][C:2]1[CH:3]=[C:4]([CH2:12][OH:13])[C:5]2[O:9][C:8]([CH3:10])=[CH:7][C:6]=2[CH:11]=1.C(N(CC)CC)C.[CH3:21][S:22](Cl)(=[O:24])=[O:23]. Product: [CH3:21][S:22]([O:13][CH2:12][C:4]1[C:5]2[O:9][C:8]([CH3:10])=[CH:7][C:6]=2[CH:11]=[C:2]([F:1])[CH:3]=1)(=[O:24])=[O:23]. The catalyst class is: 2.